From a dataset of NCI-60 drug combinations with 297,098 pairs across 59 cell lines. Regression. Given two drug SMILES strings and cell line genomic features, predict the synergy score measuring deviation from expected non-interaction effect. (1) Drug 1: CC12CCC(CC1=CCC3C2CCC4(C3CC=C4C5=CN=CC=C5)C)O. Drug 2: CC1CCC2CC(C(=CC=CC=CC(CC(C(=O)C(C(C(=CC(C(=O)CC(OC(=O)C3CCCCN3C(=O)C(=O)C1(O2)O)C(C)CC4CCC(C(C4)OC)O)C)C)O)OC)C)C)C)OC. Cell line: CCRF-CEM. Synergy scores: CSS=40.3, Synergy_ZIP=4.02, Synergy_Bliss=3.44, Synergy_Loewe=-9.08, Synergy_HSA=6.02. (2) Drug 1: C1CCN(CC1)CCOC2=CC=C(C=C2)C(=O)C3=C(SC4=C3C=CC(=C4)O)C5=CC=C(C=C5)O. Drug 2: CCC1=CC2CC(C3=C(CN(C2)C1)C4=CC=CC=C4N3)(C5=C(C=C6C(=C5)C78CCN9C7C(C=CC9)(C(C(C8N6C)(C(=O)OC)O)OC(=O)C)CC)OC)C(=O)OC.C(C(C(=O)O)O)(C(=O)O)O. Cell line: SF-295. Synergy scores: CSS=18.2, Synergy_ZIP=-0.963, Synergy_Bliss=-1.19, Synergy_Loewe=-20.4, Synergy_HSA=-1.07. (3) Drug 1: C1=C(C(=O)NC(=O)N1)N(CCCl)CCCl. Drug 2: C(CC(=O)O)C(=O)CN.Cl. Cell line: CAKI-1. Synergy scores: CSS=35.1, Synergy_ZIP=-4.42, Synergy_Bliss=-6.21, Synergy_Loewe=-27.7, Synergy_HSA=-4.07. (4) Drug 1: COC1=CC(=CC(=C1O)OC)C2C3C(COC3=O)C(C4=CC5=C(C=C24)OCO5)OC6C(C(C7C(O6)COC(O7)C8=CC=CS8)O)O. Drug 2: CC(C)NC(=O)C1=CC=C(C=C1)CNNC.Cl. Cell line: HS 578T. Synergy scores: CSS=18.7, Synergy_ZIP=2.80, Synergy_Bliss=3.10, Synergy_Loewe=-15.9, Synergy_HSA=0.265. (5) Drug 1: CCN(CC)CCNC(=O)C1=C(NC(=C1C)C=C2C3=C(C=CC(=C3)F)NC2=O)C. Drug 2: CCN(CC)CCCC(C)NC1=C2C=C(C=CC2=NC3=C1C=CC(=C3)Cl)OC. Cell line: A498. Synergy scores: CSS=21.7, Synergy_ZIP=-7.92, Synergy_Bliss=-2.56, Synergy_Loewe=-1.41, Synergy_HSA=-1.72. (6) Drug 1: CN1CCC(CC1)COC2=C(C=C3C(=C2)N=CN=C3NC4=C(C=C(C=C4)Br)F)OC. Drug 2: CC(C)(C#N)C1=CC(=CC(=C1)CN2C=NC=N2)C(C)(C)C#N. Cell line: DU-145. Synergy scores: CSS=14.8, Synergy_ZIP=-4.69, Synergy_Bliss=0.857, Synergy_Loewe=-2.22, Synergy_HSA=0.463.